This data is from Full USPTO retrosynthesis dataset with 1.9M reactions from patents (1976-2016). The task is: Predict the reactants needed to synthesize the given product. (1) The reactants are: [F:1][C:2]1[N:7]=[C:6]([NH:8][C:9]2[S:10][C:11]3[CH2:20][O:19][CH:18]([CH3:21])[C:17]4[C:13](=[CH:14][N:15](CC5C=CC(OC)=CC=5)[N:16]=4)[C:12]=3[N:31]=2)[CH:5]=[CH:4][CH:3]=1. Given the product [F:1][C:2]1[N:7]=[C:6]([NH:8][C:9]2[S:10][C:11]3[CH2:20][O:19][CH:18]([CH3:21])[C:17]4[C:13](=[CH:14][NH:15][N:16]=4)[C:12]=3[N:31]=2)[CH:5]=[CH:4][CH:3]=1, predict the reactants needed to synthesize it. (2) Given the product [NH2:1][C:2]1[C:3]2[C:12](=[O:13])[N:11]([C:14]3[CH:19]=[CH:18][C:17]([CH:20]4[CH2:21][CH2:22][CH:23]([CH2:26][C:27]([OH:29])=[O:28])[CH2:24][CH2:25]4)=[CH:16][CH:15]=3)[CH2:10][CH2:9][C:4]=2[N:5]=[C:6]([CH3:8])[N:7]=1, predict the reactants needed to synthesize it. The reactants are: [NH2:1][C:2]1[C:3]2[C:12](=[O:13])[N:11]([C:14]3[CH:19]=[CH:18][C:17]([CH:20]4[CH2:25][CH2:24][CH:23]([CH2:26][C:27]([O:29]C)=[O:28])[CH2:22][CH2:21]4)=[CH:16][CH:15]=3)[CH2:10][CH2:9][C:4]=2[N:5]=[C:6]([CH3:8])[N:7]=1.[OH-].[Li+].Cl. (3) The reactants are: [CH:1]1[CH:6]=[CH:5][CH:4]=[CH:3][CH:2]=1.[C:7](Cl)(=[O:16])[CH:8]=[CH:9][C:10]1[CH:15]=[CH:14][CH:13]=[CH:12][CH:11]=1.[Cl-].[Al+3].[Cl-].[Cl-]. Given the product [C:7]([C:1]1[CH:6]=[CH:5][CH:4]=[CH:3][CH:2]=1)(=[O:16])[CH:8]=[CH:9][C:10]1[CH:15]=[CH:14][CH:13]=[CH:12][CH:11]=1, predict the reactants needed to synthesize it. (4) Given the product [F:15][C:7]1[CH:6]=[C:5]([C@@H:3]2[CH2:2][O:4]2)[CH:10]=[CH:9][C:8]=1[C:11]([F:14])([F:13])[F:12], predict the reactants needed to synthesize it. The reactants are: Br[CH2:2][C@@H:3]([C:5]1[CH:10]=[CH:9][C:8]([C:11]([F:14])([F:13])[F:12])=[C:7]([F:15])[CH:6]=1)[OH:4].C([O-])([O-])=O.[K+].[K+].CC(C)=O.